From a dataset of Reaction yield outcomes from USPTO patents with 853,638 reactions. Predict the reaction yield, written as a fraction of the theoretical maximum amount of product (1.0 means a 100% yield; for example, 0.34 means a 34% yield). (1) The reactants are [CH2:1]([O:8][C:9]([N:11]1[CH2:16][CH2:15][CH:14]([C:17]2[NH:18][C:19]([C:31]3[CH:36]=[CH:35][CH:34]=[C:33](Br)[N:32]=3)=[C:20]([C:22]3[CH:30]=[CH:29][C:25]4[O:26][CH2:27][O:28][C:24]=4[CH:23]=3)[N:21]=2)[CH2:13][CH2:12]1)=[O:10])[C:2]1[CH:7]=[CH:6][CH:5]=[CH:4][CH:3]=1.Br[CH:39]1NC(C=O)CC[CH2:40]1.C[Si](C#C)(C)C.[F-].C([N+](CCCC)(CCCC)CCCC)CCC. The catalyst is CN(C=O)C.C1COCC1.Cl[Pd](Cl)([P](C1C=CC=CC=1)(C1C=CC=CC=1)C1C=CC=CC=1)[P](C1C=CC=CC=1)(C1C=CC=CC=1)C1C=CC=CC=1.[Cu]I.C(OCC)C.C(N(CC)CC)C. The product is [CH2:1]([O:8][C:9]([N:11]1[CH2:16][CH2:15][CH:14]([C:17]2[NH:18][C:19]([C:31]3[CH:36]=[CH:35][CH:34]=[C:33]([CH2:39][CH3:40])[N:32]=3)=[C:20]([C:22]3[CH:30]=[CH:29][C:25]4[O:26][CH2:27][O:28][C:24]=4[CH:23]=3)[N:21]=2)[CH2:13][CH2:12]1)=[O:10])[C:2]1[CH:7]=[CH:6][CH:5]=[CH:4][CH:3]=1. The yield is 0.0300. (2) The reactants are [O:1]=[C:2]1[N:10]([CH2:11][CH2:12][CH3:13])[C:9]2[N:8]=[C:7]([C:14]34[CH2:21][C:18]([CH:22]=[CH:23][C:24]([OH:26])=[O:25])([CH2:19][CH2:20]3)[CH2:17][CH2:16][CH2:15]4)[NH:6][C:5]=2[C:4](=[O:27])[N:3]1[CH2:28][CH2:29][CH3:30]. The catalyst is CO.[Pd]. The product is [O:1]=[C:2]1[N:10]([CH2:11][CH2:12][CH3:13])[C:9]2[N:8]=[C:7]([C:14]34[CH2:21][C:18]([CH2:22][CH2:23][C:24]([OH:26])=[O:25])([CH2:19][CH2:20]3)[CH2:17][CH2:16][CH2:15]4)[NH:6][C:5]=2[C:4](=[O:27])[N:3]1[CH2:28][CH2:29][CH3:30]. The yield is 0.790.